Dataset: Catalyst prediction with 721,799 reactions and 888 catalyst types from USPTO. Task: Predict which catalyst facilitates the given reaction. (1) Reactant: FC(F)(F)C(O)=O.[NH:8]1[CH2:13][CH2:12][CH:11]([C:14]2[N:19]3[CH:20]=[C:21]([CH2:23][O:24][C:25]4[CH:34]=[CH:33][C:32]5[C:27](=[CH:28][CH:29]=[CH:30][CH:31]=5)[N:26]=4)[N:22]=[C:18]3[C:17]([N:35]3[CH2:40][CH2:39][O:38][CH2:37][CH2:36]3)=[N:16][CH:15]=2)[CH2:10][CH2:9]1.CCN(C(C)C)C(C)C.Br[CH2:51][C:52]([O:54][C:55]([CH3:58])([CH3:57])[CH3:56])=[O:53]. Product: [O:38]1[CH2:39][CH2:40][N:35]([C:17]2[C:18]3[N:19]([CH:20]=[C:21]([CH2:23][O:24][C:25]4[CH:34]=[CH:33][C:32]5[C:27](=[CH:28][CH:29]=[CH:30][CH:31]=5)[N:26]=4)[N:22]=3)[C:14]([CH:11]3[CH2:10][CH2:9][N:8]([CH2:51][C:52]([O:54][C:55]([CH3:58])([CH3:57])[CH3:56])=[O:53])[CH2:13][CH2:12]3)=[CH:15][N:16]=2)[CH2:36][CH2:37]1. The catalyst class is: 1. (2) Reactant: [F:1][C:2]1([F:23])[CH2:7][CH2:6][CH:5]([CH2:8][NH:9][C:10]2[CH:15]=[CH:14][C:13]([NH:16][C:17](=[O:19])[CH3:18])=[CH:12][C:11]=2[N+:20]([O-])=O)[CH2:4][CH2:3]1. Product: [NH2:20][C:11]1[CH:12]=[C:13]([NH:16][C:17](=[O:19])[CH3:18])[CH:14]=[CH:15][C:10]=1[NH:9][CH2:8][CH:5]1[CH2:6][CH2:7][C:2]([F:23])([F:1])[CH2:3][CH2:4]1. The catalyst class is: 99.